From a dataset of Full USPTO retrosynthesis dataset with 1.9M reactions from patents (1976-2016). Predict the reactants needed to synthesize the given product. (1) Given the product [NH2:11][C:4]1[CH:5]=[C:6]([OH:8])[CH:7]=[C:2]([CH3:1])[CH:3]=1, predict the reactants needed to synthesize it. The reactants are: [CH3:1][C:2]1[CH:3]=[C:4](O)[CH:5]=[C:6]([OH:8])[CH:7]=1.[Cl-].[NH4+:11].[OH-].[NH4+]. (2) Given the product [F:12][C:13]1[CH:20]=[CH:19][C:16]([CH2:17][NH:18][C:2]2[CH:3]=[N:4][CH:5]=[CH:6][C:7]=2[N+:8]([O-:10])=[O:9])=[CH:15][CH:14]=1, predict the reactants needed to synthesize it. The reactants are: Br[C:2]1[CH:3]=[N+:4]([O-])[CH:5]=[CH:6][C:7]=1[N+:8]([O-:10])=[O:9].[F:12][C:13]1[CH:20]=[CH:19][C:16]([CH2:17][NH2:18])=[CH:15][CH:14]=1. (3) The reactants are: O1CCCCC1[N:7]1[C:15]2[C:10](=[CH:11][C:12]([C:16]3[N:20]=[CH:19][N:18](C(C4C=CC=CC=4)(C4C=CC=CC=4)C4C=CC=CC=4)[N:17]=3)=[CH:13][CH:14]=2)[C:9]([C:40]2[CH:41]=[C:42]([CH:47]=[CH:48][CH:49]=2)[C:43](OC)=[O:44])=[N:8]1.[OH-].[Li+].ON1C2C=CC=CC=2N=N1.[NH2:62][CH2:63][CH2:64][N:65]1[CH2:70][CH2:69][O:68][CH2:67][CH2:66]1.Cl.C(N=C=NCCCN(C)C)C.Cl. Given the product [NH:18]1[CH:19]=[N:20][C:16]([C:12]2[CH:11]=[C:10]3[C:15](=[CH:14][CH:13]=2)[NH:7][N:8]=[C:9]3[C:40]2[CH:41]=[C:42]([C:43]([NH:62][CH2:63][CH2:64][N:65]3[CH2:70][CH2:69][O:68][CH2:67][CH2:66]3)=[O:44])[CH:47]=[CH:48][CH:49]=2)=[N:17]1, predict the reactants needed to synthesize it. (4) The reactants are: C(O[C:4](=[O:9])[C:5](Br)([CH3:7])[CH3:6])C.[CH:10]1([NH:18][C:19]([NH2:21])=[S:20])[CH2:17][CH2:16][CH2:15][CH2:14][CH2:13][CH2:12][CH2:11]1. Given the product [CH:10]1([NH:18][C:19]2[S:20][C:5]([CH3:6])([CH3:7])[C:4](=[O:9])[N:21]=2)[CH2:17][CH2:16][CH2:15][CH2:14][CH2:13][CH2:12][CH2:11]1, predict the reactants needed to synthesize it. (5) Given the product [ClH:1].[NH2:9][CH2:10][C@H:11]1[CH2:12][CH2:13][C@H:14]([C:17]([NH:19][C@H:20]([C:51](=[O:64])[NH:52][C:53]2[CH:54]=[CH:55][C:56]([C:59]3[NH:63][N:62]=[N:61][N:60]=3)=[CH:57][CH:58]=2)[CH2:21][C:22]2[CH:23]=[C:24]([C:28]3[CH:33]=[CH:32][C:31]([C:34]([NH:36][CH:37]4[CH2:38][CH2:39][NH:40][CH2:41][CH2:42]4)=[O:35])=[CH:30][C:29]=3[CH3:50])[CH:25]=[CH:26][CH:27]=2)=[O:18])[CH2:15][CH2:16]1, predict the reactants needed to synthesize it. The reactants are: [ClH:1].C(OC([NH:9][CH2:10][C@H:11]1[CH2:16][CH2:15][C@H:14]([C:17]([NH:19][C@H:20]([C:51](=[O:64])[NH:52][C:53]2[CH:58]=[CH:57][C:56]([C:59]3[NH:63][N:62]=[N:61][N:60]=3)=[CH:55][CH:54]=2)[CH2:21][C:22]2[CH:23]=[C:24]([C:28]3[CH:33]=[CH:32][C:31]([C:34]([NH:36][CH:37]4[CH2:42][CH2:41][N:40](C(OC(C)(C)C)=O)[CH2:39][CH2:38]4)=[O:35])=[CH:30][C:29]=3[CH3:50])[CH:25]=[CH:26][CH:27]=2)=[O:18])[CH2:13][CH2:12]1)=O)(C)(C)C.C(#N)C. (6) Given the product [Br:1][C:2]1[CH:3]=[N:4][N:5]([CH2:18][O:17][CH2:16][CH2:15][Si:14]([CH3:21])([CH3:20])[CH3:13])[CH:6]=1, predict the reactants needed to synthesize it. The reactants are: [Br:1][C:2]1[CH:3]=[N:4][NH:5][CH:6]=1.C([O-])([O-])=O.[K+].[K+].[CH3:13][Si:14]([CH3:21])([CH3:20])[CH2:15][CH2:16][O:17][CH2:18]Cl. (7) Given the product [CH2:23]([O:1][C:2]1[CH:3]=[C:4]([CH:9]=[C:10]([O:13][CH3:14])[C:11]=1[O:12][CH2:5][C:4]1[CH:9]=[CH:10][CH:11]=[CH:2][CH:3]=1)[C:5]([OH:7])=[O:6])[C:24]1[CH:29]=[CH:28][CH:27]=[CH:26][CH:25]=1, predict the reactants needed to synthesize it. The reactants are: [OH:1][C:2]1[CH:3]=[C:4]([CH:9]=[C:10]([O:13][CH3:14])[C:11]=1[OH:12])[C:5]([O:7]C)=[O:6].C(=O)([O-])[O-].[K+].[K+].[I-].[K+].[CH2:23](Cl)[C:24]1[CH:29]=[CH:28][CH:27]=[CH:26][CH:25]=1. (8) Given the product [OH:15][C:11]1([CH2:17][C:18]([O:20][CH3:21])=[O:19])[C:10]2[N:14]([C:7]3[CH:6]=[CH:5][N:4]=[C:3]([S:2][CH3:1])[C:8]=3[CH:9]=2)[CH2:13][CH2:12]1, predict the reactants needed to synthesize it. The reactants are: [CH3:1][S:2][C:3]1[C:8]2[CH:9]=[C:10]3[N:14]([C:7]=2[CH:6]=[CH:5][N:4]=1)[CH2:13][CH2:12][C:11]3=[O:15].Br[CH2:17][C:18]([O:20][CH3:21])=[O:19]. (9) Given the product [F:8][C:9]1[CH:14]=[CH:13][C:12]([CH2:15][C:16]([NH:2][CH2:3][CH2:4][C:5](=[O:7])[CH3:6])=[O:17])=[CH:11][CH:10]=1, predict the reactants needed to synthesize it. The reactants are: Cl.[NH2:2][CH2:3][CH2:4][C:5](=[O:7])[CH3:6].[F:8][C:9]1[CH:14]=[CH:13][C:12]([CH2:15][C:16](Cl)=[O:17])=[CH:11][CH:10]=1.C(N(CC)CC)C.C(=O)([O-])O.[Na+]. (10) Given the product [CH2:31]([C:4]([C:34]([OH:36])=[O:35])([CH2:1][CH2:2][CH3:3])[NH:5][C:6]([C:8]1[C:17]([NH:18][C:19]([NH:21][C:22]2[C:27]([CH3:28])=[CH:26][C:25]([CH3:29])=[CH:24][C:23]=2[CH3:30])=[O:20])=[CH:16][C:15]2[C:10](=[CH:11][CH:12]=[CH:13][CH:14]=2)[CH:9]=1)=[O:7])[CH2:32][CH3:33], predict the reactants needed to synthesize it. The reactants are: [CH2:1]([C:4]([C:34]([O:36]C)=[O:35])([CH2:31][CH2:32][CH3:33])[NH:5][C:6]([C:8]1[C:17]([NH:18][C:19]([NH:21][C:22]2[C:27]([CH3:28])=[CH:26][C:25]([CH3:29])=[CH:24][C:23]=2[CH3:30])=[O:20])=[CH:16][C:15]2[C:10](=[CH:11][CH:12]=[CH:13][CH:14]=2)[CH:9]=1)=[O:7])[CH2:2][CH3:3].Cl.